From a dataset of Forward reaction prediction with 1.9M reactions from USPTO patents (1976-2016). Predict the product of the given reaction. (1) The product is: [CH2:29]([N:26]1[C:23]2=[N:24][CH:25]=[C:20]([C:18]([NH:17][CH2:10][C:11]3[CH:16]=[CH:15][CH:14]=[CH:13][CH:12]=3)=[O:19])[C:21]([NH:40][CH:37]3[CH2:38][CH2:39][C:34]([F:33])=[CH:35][CH2:36]3)=[C:22]2[CH:28]=[N:27]1)[CH3:30]. Given the reactants C(N(C(C)C)CC)(C)C.[CH2:10]([NH:17][C:18]([C:20]1[C:21](Cl)=[C:22]2[CH:28]=[N:27][N:26]([CH2:29][CH3:30])[C:23]2=[N:24][CH:25]=1)=[O:19])[C:11]1[CH:16]=[CH:15][CH:14]=[CH:13][CH:12]=1.Cl.[F:33][C:34]1(F)[CH2:39][CH2:38][CH:37]([NH2:40])[CH2:36][CH2:35]1, predict the reaction product. (2) Given the reactants [CH2:1]([N:8]1[C:16]2[C:11](=[N:12][C:13]([Cl:17])=[CH:14][CH:15]=2)[CH:10]=[C:9]1Br)[C:2]1[CH:7]=[CH:6][CH:5]=[CH:4][CH:3]=1.[CH3:19][N:20]1[C:24]([Sn](CCCC)(CCCC)CCCC)=[CH:23][N:22]=[CH:21]1, predict the reaction product. The product is: [CH2:1]([N:8]1[C:16]2[C:11](=[N:12][C:13]([Cl:17])=[CH:14][CH:15]=2)[CH:10]=[C:9]1[C:24]1[N:20]([CH3:19])[CH:21]=[N:22][CH:23]=1)[C:2]1[CH:7]=[CH:6][CH:5]=[CH:4][CH:3]=1. (3) The product is: [O:1]=[C:2]1[N:6]([CH2:7][CH2:8][C:9]2[CH:10]=[C:11]3[C:15](=[CH:16][CH:17]=2)[NH:14][C:13](=[O:18])[CH2:12]3)[CH2:5][CH2:4][O:3]1. Given the reactants [O:1]=[C:2]1[N:6]([CH2:7][CH2:8][C:9]2[CH:10]=[C:11]3[C:15](=[CH:16][CH:17]=2)[NH:14][C:13](=[O:18])[C:12]3=O)[CH2:5][CH2:4][O:3]1.C(O)(C(F)(F)F)=O.[H][H], predict the reaction product. (4) Given the reactants [NH2:1][C:2]1[C:3]([F:11])=[C:4]([CH:8]=[CH:9][CH:10]=1)[C:5]([OH:7])=[O:6].S(Cl)(Cl)=O.[CH3:16]O, predict the reaction product. The product is: [CH3:16][O:6][C:5](=[O:7])[C:4]1[CH:8]=[CH:9][CH:10]=[C:2]([NH2:1])[C:3]=1[F:11]. (5) Given the reactants [CH3:1][N:2]1[C:10]2[C:5](=[CH:6][CH:7]=[CH:8][CH:9]=2)[CH:4]=[C:3]1[C:11](Cl)=[O:12].[NH2:14][C:15]1[C:20]2[C:21]([C:24]3[CH:29]=[CH:28][C:27]([NH2:30])=[C:26]([O:31][CH3:32])[CH:25]=3)=[CH:22][S:23][C:19]=2[C:18]([NH:33][C:34](=[O:45])[CH2:35][CH2:36][N:37]([CH2:39][CH2:40][CH2:41][N:42]([CH3:44])[CH3:43])[CH3:38])=[CH:17][N:16]=1, predict the reaction product. The product is: [NH2:14][C:15]1[C:20]2[C:21]([C:24]3[CH:29]=[CH:28][C:27]([NH:30][C:11]([C:3]4[N:2]([CH3:1])[C:10]5[C:5]([CH:4]=4)=[CH:6][CH:7]=[CH:8][CH:9]=5)=[O:12])=[C:26]([O:31][CH3:32])[CH:25]=3)=[CH:22][S:23][C:19]=2[C:18]([NH:33][C:34](=[O:45])[CH2:35][CH2:36][N:37]([CH2:39][CH2:40][CH2:41][N:42]([CH3:43])[CH3:44])[CH3:38])=[CH:17][N:16]=1. (6) Given the reactants [Cl:1][C:2]1[CH:3]=[C:4]2[C:8](=[CH:9][CH:10]=1)[C:7](=[O:11])[NH:6][C:5]2([CH3:13])[CH3:12].[I:14][C:15]1[CH:16]=[N:17][CH:18]=[C:19](I)[CH:20]=1.[C@H]1(N)CCCC[C@@H]1N.[O-]P([O-])([O-])=O.[K+].[K+].[K+], predict the reaction product. The product is: [Cl:1][C:2]1[CH:3]=[C:4]2[C:8](=[CH:9][CH:10]=1)[C:7](=[O:11])[N:6]([C:19]1[CH:18]=[N:17][CH:16]=[C:15]([I:14])[CH:20]=1)[C:5]2([CH3:13])[CH3:12]. (7) Given the reactants [CH3:1][C:2]1[N:7]=[C:6]([C:8]([N:10]2[C@H:16]([CH2:17][OH:18])[CH2:15][C@@H:14]3[C@@H:12]([CH2:13]3)[CH2:11]2)=[O:9])[C:5]([C:19]2[N:24]=[CH:23][CH:22]=[CH:21][N:20]=2)=[CH:4][CH:3]=1.[F:25][C:26]1[CH:31]=[CH:30][N:29]=[C:28](O)[CH:27]=1.P(CCCC)(CCCC)CCCC.CCOC(/N=N/C(OCC)=O)=O.C(P(=O)(CCCC)CCCC)CCC, predict the reaction product. The product is: [F:25][C:26]1[CH:31]=[CH:30][N:29]=[C:28]([O:18][CH2:17][C@@H:16]2[CH2:15][C@@H:14]3[C@@H:12]([CH2:13]3)[CH2:11][N:10]2[C:8]([C:6]2[C:5]([C:19]3[N:24]=[CH:23][CH:22]=[CH:21][N:20]=3)=[CH:4][CH:3]=[C:2]([CH3:1])[N:7]=2)=[O:9])[CH:27]=1.